From a dataset of Full USPTO retrosynthesis dataset with 1.9M reactions from patents (1976-2016). Predict the reactants needed to synthesize the given product. (1) Given the product [Cl:1][C:2]1[CH:3]=[CH:4][C:5]([CH2:12][O:13][C:14]2[CH:19]=[CH:18][CH:17]=[CH:16][C:15]=2[Cl:20])=[C:6]([CH:11]=1)[C:7]([OH:9])=[O:8], predict the reactants needed to synthesize it. The reactants are: [Cl:1][C:2]1[CH:3]=[CH:4][C:5]([CH2:12][O:13][C:14]2[CH:19]=[CH:18][CH:17]=[CH:16][C:15]=2[Cl:20])=[C:6]([CH:11]=1)[C:7]([O:9]C)=[O:8].[OH-].[Na+]. (2) Given the product [CH:29]([C:11]1[O:12][C:8]([C:5]2[CH:4]=[CH:3][C:2]([F:1])=[CH:7][CH:6]=2)=[C:9]([C:13]2[CH:18]=[CH:17][N:16]=[CH:15][CH:14]=2)[N:10]=1)=[O:30], predict the reactants needed to synthesize it. The reactants are: [F:1][C:2]1[CH:7]=[CH:6][C:5]([C:8]2[O:12][CH:11]=[N:10][C:9]=2[C:13]2[CH:18]=[CH:17][N:16]=[CH:15][CH:14]=2)=[CH:4][CH:3]=1.C[Si]([N-][Si](C)(C)C)(C)C.[Li+].[CH:29](N1CCOCC1)=[O:30].C(OCC)C. (3) The reactants are: [C:1]([N:20]1[C:28]2[C:23](=[CH:24][CH:25]=[CH:26][CH:27]=2)[C:22]([C:29](OCC(C)C)=[O:30])=[N:21]1)([C:14]1[CH:19]=[CH:18][CH:17]=[CH:16][CH:15]=1)([C:8]1[CH:13]=[CH:12][CH:11]=[CH:10][CH:9]=1)[C:2]1[CH:7]=[CH:6][CH:5]=[CH:4][CH:3]=1.[H-].[H-].[H-].[H-].[Li+].[Al+3].O.[OH-].[Na+]. Given the product [C:1]([N:20]1[C:28]2[C:23](=[CH:24][CH:25]=[CH:26][CH:27]=2)[C:22]([CH2:29][OH:30])=[N:21]1)([C:14]1[CH:19]=[CH:18][CH:17]=[CH:16][CH:15]=1)([C:8]1[CH:9]=[CH:10][CH:11]=[CH:12][CH:13]=1)[C:2]1[CH:7]=[CH:6][CH:5]=[CH:4][CH:3]=1, predict the reactants needed to synthesize it.